This data is from Reaction yield outcomes from USPTO patents with 853,638 reactions. The task is: Predict the reaction yield, written as a fraction of the theoretical maximum amount of product (1.0 means a 100% yield; for example, 0.34 means a 34% yield). (1) The reactants are F[C:2]1[CH:7]=[CH:6][C:5]([C:8]2([CH3:14])[CH2:13][CH2:12][O:11][CH2:10][CH2:9]2)=[CH:4][N:3]=1.[CH3:15][O:16][C:17]1[CH:22]=[C:21]([O:23][CH3:24])[CH:20]=[CH:19][C:18]=1[CH2:25][NH2:26].CCN(C(C)C)C(C)C.C(=O)([O-])[O-].[K+].[K+]. The catalyst is C(OCC)(=O)C. The product is [CH3:15][O:16][C:17]1[CH:22]=[C:21]([O:23][CH3:24])[CH:20]=[CH:19][C:18]=1[CH2:25][NH:26][C:2]1[CH:7]=[CH:6][C:5]([C:8]2([CH3:14])[CH2:13][CH2:12][O:11][CH2:10][CH2:9]2)=[CH:4][N:3]=1. The yield is 0.518. (2) The reactants are [Cl:1][C:2]1[CH:3]=[C:4]([C:8]2[O:12][C:11]([CH3:13])=[C:10]([CH:14]([NH:19][C:20]3[CH:28]=[CH:27][C:23](C(O)=O)=[CH:22][CH:21]=3)[CH2:15][CH:16]([CH3:18])[CH3:17])[CH:9]=2)[CH:5]=[CH:6][CH:7]=1.[CH3:29][NH:30][CH2:31][CH2:32][C:33]([O:35]CC)=[O:34].Cl.C(N=C=NCCCN(C)C)C.O.[OH:51][C:52]1C2N=NNC=2C=CC=1. The catalyst is CN(C)C=O.C(OCC)(=O)C.C(N(CC)CC)C. The product is [Cl:1][C:2]1[CH:3]=[C:4]([C:8]2[O:12][C:11]([CH3:13])=[C:10]([CH:14]([NH:19][C:20]3[CH:21]=[CH:22][C:23]([C:52]([N:30]([CH3:29])[CH2:31][CH2:32][C:33]([OH:35])=[O:34])=[O:51])=[CH:27][CH:28]=3)[CH2:15][CH:16]([CH3:18])[CH3:17])[CH:9]=2)[CH:5]=[CH:6][CH:7]=1. The yield is 0.890.